Dataset: Experimentally validated miRNA-target interactions with 360,000+ pairs, plus equal number of negative samples. Task: Binary Classification. Given a miRNA mature sequence and a target amino acid sequence, predict their likelihood of interaction. (1) The miRNA is hsa-miR-6502-3p with sequence UAGACCAUCUUUCUAGAGUAU. The protein sequence of the target gene is MAVASTFIPGLNPQNPHYIPGYTGHCPLLRFSVGQTYGQVTGQLLRGPPGLAWPPVHRTLLPPIRPPRSPEVPRESLPVRRGQERLSSSMIPGYTGFVPRAQFIFAKNCSQVWAEALSDFTHLHEKQGSEELPKEAKGRKDTEKDQVPEPEGQLEEPTLEVVEQASPYSMDDRDPRKFFMSGFTGYVPCARFLFGSSFPVLTNQALQEFGQKHSPGSAQDPKHLPPLPRTYPQNLGLLPNYGGYVPGYKFQFGHTFGHLTHDALGLSTFQKQLLA. Result: 0 (no interaction). (2) The miRNA is mmu-miR-377-3p with sequence AUCACACAAAGGCAACUUUUGU. The protein sequence of the target gene is MPGRAGVARFCLLALALQLHWPLAACEPGWTTRGSQEGSPPLQHELIIPQWRTSESPGRGKHPLRAELRVMAEGRELILDLEKNEHLFAPAYTETCYTASGNPQTSTLKSEDHCFYHGTVRDVDESSVTLSTCRGIRGLIIVRSNLSYIIEPVPNSDSQHRIYRSEHLTLPPGNCGFEHSGPTSKDWALQFTHQTKKQPRRMKREDLHSMKYVELYLVADYAEFQKNRHDQDATKRKLMEIANYVDKFYRSLNIRIALVGLEVWTHGDKCEVSENPYSTLWSFLSWRRKLLAQKSHDNAQ.... Result: 1 (interaction). (3) The miRNA is hsa-miR-506-5p with sequence UAUUCAGGAAGGUGUUACUUAA. The protein sequence of the target gene is MSAADEVDGLGVARPHYGSVLDNERLTAEEMDERRRQNVAYEYLCHLEEAKRWMEACLGEDLPPTTELEEGLRNGVYLAKLGNFFSPKVVSLKKIYDREQTRYKATGLHFRHTDNVIQWLNAMDEIGLPKIFYPETTDIYDRKNMPRCIYCIHALSLYLFKLGLAPQIQDLYGKVDFTEEEINNMKTELEKYGIQMPAFSKIGGILANELSVDEAALHAAVIAINEAIDRRIPADTFAALKNPNAMLVNLEEPLASTYQDILYQAKQDKMTNAKNRTENSERERDVYEELLTQAEIQGNI.... Result: 1 (interaction). (4) The miRNA is hsa-miR-660-5p with sequence UACCCAUUGCAUAUCGGAGUUG. The protein sequence of the target gene is MGCTPSHSDLVNSVAKSGIQFLKKPKAIRPGCQGGSERGSIPLLVKNSTCYDAGEGLAEEQPSPRRNQTTAKGLCQLMGDPASGKRKDMEGLIPGTKTSSSQLNKSQSHMAKDIPFKTQGSHGSQGADFSGDESEESSTQDTSKWKRTAKCHTSSTQSHCYQTIHPAHEPEGKVDFPEPLVKAHQQAYTYLHSSLSKYEAILCIIHQATQTRELLQPMVSFLLLCFEEISQLLGEISKDGEVLLQEVREDLAWPLKKREPQEQPNLLQQLLQYTVSKLQVLNGTVASLTGSFLEGSSSYL.... Result: 0 (no interaction). (5) The protein sequence of the target gene is MSGDAAAEQAAEYVPEKVKKAEKKLEENPYDLDAWSILIREAQNQPIDKARKTYERLVAQFPSSGRFWKLYIEAEIKAKNYDKVEKLFQRCLMKVLHIDLWKCYLSYVRETKGKLPSYKEKMAQAYDFALDKIGMEIMSYQIWVDYINFLKGVEAVGSYAENQRITAVRRVYQRGCVNPMINIEQLWRDYNKYEEGINIHLAKKMIEDRSRDYMNARRVAKEYETVMKGLDRNAPSVPPQNTPQEAQQVDMWKKYIQWEKSNPLRTEDQTLITKRVMFAYEQCLLVLGHHPDIWYEAAQY.... The miRNA is ssc-miR-34c with sequence AGGCAGUGUAGUUAGCUGAUUGC. Result: 0 (no interaction). (6) The miRNA is mmu-miR-290a-3p with sequence AAAGUGCCGCCUAGUUUUAAGCCC. The protein sequence of the target gene is MLSRLSGLANVVLHELSGDDDTDQNMRAPLDPELHQESDMEFNNTTQEDVQERLAYAEQLVVELKDIIRQKDVQLQQKDEALQEERKAADNKIKKLKLHAKAKLTSLNKYIEEMKAQGGTVLPTEPQSEEQLSKHDKSSTEEEMEIEKIKHKLQEKEELISTLQAQLTQAQAEQPAQSSTEMEEFVMMKQQLQEKEEFISTLQAQLSQTQAEQAAQQVVREKDARFETQVRLHEDELLQLVTQADVETEMQQKLRVLQRKLEEHEESLVGRAQVVDLLQQELTAAEQRNQILSQQLQQME.... Result: 0 (no interaction). (7) The protein sequence of the target gene is MHDAFEPVPILEKLPLQIDCLAAWEEWLLVGTKQGHLLLYRIRKDVVPADVASPESGSCNRFEVTLEKSNKNFSKKIQQIHVVSQFKILVSLLENNIYVHDLLTFQQITTVSKAKGASLFTCDLQHTETGEEVLRMCVAVKKKLQLYFWKDREFHELQGDFSVPDVPKSMAWCENSICVGFKRDYYLIRVDGKGSIKELFPTGKQLEPLVAPLADGKVAVGQDDLTVVLNEEGICTQKCALNWTDIPVAMEHQPPYIIAVLPRYVEIRTFEPRLLVQSIELQRPRFITSGGSNIIYVASN.... The miRNA is rno-miR-383-5p with sequence CAGAUCAGAAGGUGACUGUGG. Result: 0 (no interaction). (8) The protein sequence of the target gene is MAGSDVASEGPSPRDGATRRPGATGGLRSQAAASCPEPLSAAEAPAERGALPAWMRLYFYGMHGITLDVLVSSARRFARSLDLRMLGFSSPYRCLLHSLTHFALEQLYLQRPRCPSAFLFNFLLYPSAHVGLQTLAGQALRLSLGGGPGGAAAPALGALDLALQYVLALYHGQVFLKRFLCLRYPRRRDQHTRDTLPAARDAQILWEAGGQRRGPGGARGTERSPTQGLPDLLRFLFFGMHGFLDEIFFTFFFNVLGQGDRASSGHTSLWSFFMYGSCSFVVEKLYFHLHYSRGWGTWKR.... The miRNA is hsa-miR-642b-3p with sequence AGACACAUUUGGAGAGGGACCC. Result: 0 (no interaction). (9) The miRNA is mmu-miR-484 with sequence UCAGGCUCAGUCCCCUCCCGAU. The protein sequence of the target gene is MVCGGFACSKNCLCALNLLYTLVSLLLIGIAAWGIGFGLISSLRVVGVVIAVGIFLFLIALVGLIGAVKHHQVLLFFYMIILLLVFIVQFSVSCACLALNQEQQGQLLEVGWNNTASARNDIQRNLNCCGFRSVNPNDTCLASCVKSDHSCSPCAPIIGEYAGEVLRFVGGIGLFFSFTEILGVWLTYRYRNQKDPRANPSAFL. Result: 0 (no interaction). (10) The miRNA is cel-miR-259-5p with sequence AAAUCUCAUCCUAAUCUGGUAGCA. The protein sequence of the target gene is MADNSSDECEEENNKEKKKTSQLTPQRGFSENEDDDDDDDDSSETDSDSDDDDEEHGAPLEGAYDPADYEHLPVSAEIKELFQYISRYTPQLIDLDHKLKPFIPDFIPAVGDIDAFLKVPRPDGKPDNLGLLVLDEPSTKQSDPTVLSLWLTENSKQHNITQHMKVKSLEDAEKNPKAIDTWIESISELHRSKPPATVHYTRPMPDIDTLMQEWSPEFEELLGKVSLPTAEIDCSLAEYIDMICAILDIPVYKSRIQSLHLLFSLYSEFKNSQHFKALAEGKKAFTPSSNSTSQAGDMET.... Result: 0 (no interaction).